This data is from Catalyst prediction with 721,799 reactions and 888 catalyst types from USPTO. The task is: Predict which catalyst facilitates the given reaction. (1) Reactant: [OH:1][C:2]1[CH:7]=[CH:6][C:5]([CH:8]2[CH2:13][CH2:12][C:11](=[CH:14][C:15]([O:17][CH2:18][CH3:19])=[O:16])[CH2:10][CH2:9]2)=[CH:4][CH:3]=1.[H][H]. Product: [OH:1][C:2]1[CH:3]=[CH:4][C:5]([CH:8]2[CH2:9][CH2:10][CH:11]([CH2:14][C:15]([O:17][CH2:18][CH3:19])=[O:16])[CH2:12][CH2:13]2)=[CH:6][CH:7]=1. The catalyst class is: 78. (2) Reactant: C([O:4][CH2:5][C:6]([NH:8][C:9]1[CH:14]=[CH:13][C:12]([C:15]2[C:16]3[CH:38]=[C:37]([Cl:39])[CH:36]=[CH:35][C:17]=3[N:18]([CH3:34])[C:19](=[O:33])[CH:20]([CH2:22][C:23]3[CH:32]=[CH:31][C:30]4[C:25](=[CH:26][CH:27]=[CH:28][CH:29]=4)[CH:24]=3)[N:21]=2)=[CH:11][N:10]=1)=[O:7])(=O)C.C(=O)([O-])[O-].[K+].[K+]. Product: [Cl:39][C:37]1[CH:36]=[CH:35][C:17]2[N:18]([CH3:34])[C:19](=[O:33])[CH:20]([CH2:22][C:23]3[CH:32]=[CH:31][C:30]4[C:25](=[CH:26][CH:27]=[CH:28][CH:29]=4)[CH:24]=3)[N:21]=[C:15]([C:12]3[CH:13]=[CH:14][C:9]([NH:8][C:6](=[O:7])[CH2:5][OH:4])=[N:10][CH:11]=3)[C:16]=2[CH:38]=1. The catalyst class is: 24. (3) Reactant: [Cl:1][C:2]1[CH:27]=[CH:26][C:5]2[N:6]([CH2:17][C:18]3[CH:23]=[CH:22][C:21]([O:24][CH3:25])=[CH:20][CH:19]=3)[C:7](=[O:16])[CH2:8][N:9]=[C:10]([C:11]3[CH:12]=[N:13][NH:14][CH:15]=3)[C:4]=2[CH:3]=1.CC([O-])(C)C.[K+].Br[CH2:35][C:36]1[CH:45]=[CH:44][C:43]2[C:38](=[CH:39][CH:40]=[CH:41][CH:42]=2)[CH:37]=1. Product: [Cl:1][C:2]1[CH:27]=[CH:26][C:5]2[N:6]([CH2:17][C:18]3[CH:23]=[CH:22][C:21]([O:24][CH3:25])=[CH:20][CH:19]=3)[C:7](=[O:16])[CH:8]([CH2:35][C:36]3[CH:45]=[CH:44][C:43]4[C:38](=[CH:39][CH:40]=[CH:41][CH:42]=4)[CH:37]=3)[N:9]=[C:10]([C:11]3[CH:15]=[N:14][NH:13][CH:12]=3)[C:4]=2[CH:3]=1. The catalyst class is: 1. (4) Reactant: [CH3:1][C:2]1[CH:7]=[C:6]([CH3:8])[CH:5]=[C:4]([CH3:9])[C:3]=1[N:10]=[C:11]=[O:12].[NH2:13][C:14]1[CH:15]=[C:16]([C:34]2[CH:39]=[CH:38][C:37]([O:40][CH3:41])=[C:36]([F:42])[CH:35]=2)[CH:17]=[CH:18][C:19]=1[C:20]([NH:22][C@@H:23]([CH:28]1[CH2:33][CH2:32][CH2:31][CH2:30][CH2:29]1)[C:24]([O:26][CH3:27])=[O:25])=[O:21].CCCCCC.C(OCC)(=O)C. Product: [CH:28]1([C@H:23]([NH:22][C:20]([C:19]2[CH:18]=[CH:17][C:16]([C:34]3[CH:39]=[CH:38][C:37]([O:40][CH3:41])=[C:36]([F:42])[CH:35]=3)=[CH:15][C:14]=2[NH:13][C:11]([NH:10][C:3]2[C:2]([CH3:1])=[CH:7][C:6]([CH3:8])=[CH:5][C:4]=2[CH3:9])=[O:12])=[O:21])[C:24]([O:26][CH3:27])=[O:25])[CH2:33][CH2:32][CH2:31][CH2:30][CH2:29]1. The catalyst class is: 17. (5) Reactant: [NH:1]1[CH2:4][CH:3]([CH2:5][C:6]2[N:7]([CH3:33])[C:8]3[C:13]([N:14]=2)=[C:12]([N:15]2[CH2:20][CH2:19][O:18][CH2:17][CH2:16]2)[N:11]=[C:10]([N:21]2[C:25]4[CH:26]=[CH:27][CH:28]=[CH:29][C:24]=4[N:23]=[C:22]2[CH:30](C)C)[N:9]=3)[CH2:2]1.Cl[C:35]([C:37]([O:40][C:41](=[O:43])[CH3:42])([CH3:39])[CH3:38])=[O:36].CCN(CC)CC. Product: [CH3:38][C:37]([O:40][C:41](=[O:43])[CH3:42])([CH3:39])[C:35]([N:1]1[CH2:2][CH:3]([CH2:5][C:6]2[N:7]([CH3:33])[C:8]3[C:13]([N:14]=2)=[C:12]([N:15]2[CH2:20][CH2:19][O:18][CH2:17][CH2:16]2)[N:11]=[C:10]([N:21]2[C:25]4[CH:26]=[CH:27][CH:28]=[CH:29][C:24]=4[N:23]=[C:22]2[CH3:30])[N:9]=3)[CH2:4]1)=[O:36]. The catalyst class is: 1. (6) Reactant: [C:1]([O:5][C:6]([NH:8][C@@H:9]([CH2:20][CH3:21])[C:10]([N:12]1[CH2:19][CH2:18][CH2:17][C@H:13]1[C:14]([OH:16])=O)=[O:11])=[O:7])([CH3:4])([CH3:3])[CH3:2].ClC(OCC(C)C)=O.C(N1CCOCC1)C.[CH2:38]([NH2:41])[CH2:39][CH3:40]. Product: [CH2:38]([NH:41][C:14](=[O:16])[C@@H:13]1[CH2:17][CH2:18][CH2:19][N:12]1[C:10](=[O:11])[C@@H:9]([NH:8][C:6]([O:5][C:1]([CH3:2])([CH3:3])[CH3:4])=[O:7])[CH2:20][CH3:21])[CH2:39][CH3:40]. The catalyst class is: 54. (7) Reactant: C(O[CH:4]=[C:5]([C:11](=[O:18])[NH:12][C:13]([O:15]CC)=O)[C:6]([O:8][CH2:9][CH3:10])=[O:7])C.[CH3:19][N:20]1[C:24]2[CH:25]=[CH:26][C:27]([NH2:29])=[CH:28][C:23]=2[N:22]=[N:21]1.CC(C)([O-])C.[K+].Cl. Product: [CH3:19][N:20]1[C:24]2[CH:25]=[CH:26][C:27]([N:29]3[CH:4]=[C:5]([C:6]([O:8][CH2:9][CH3:10])=[O:7])[C:11](=[O:18])[NH:12][C:13]3=[O:15])=[CH:28][C:23]=2[N:22]=[N:21]1. The catalyst class is: 40.